The task is: Predict the reactants needed to synthesize the given product.. This data is from Full USPTO retrosynthesis dataset with 1.9M reactions from patents (1976-2016). (1) Given the product [CH3:38][O:37][C:34]1[CH:33]=[CH:32][C:31]([CH2:30][N:8]([CH2:7][C:6]2[CH:5]=[CH:4][C:3]([O:2][CH3:1])=[CH:40][CH:39]=2)[C:9]2[N:10]=[CH:11][C:12]([C:15]3[C:16]4[CH2:29][CH2:28][N:27]([C:42]5[C:43]([CH3:59])=[C:44]([C:48]([N:50]6[CH2:55][CH2:54][N:53]([CH2:56][CH2:57][OH:58])[CH2:52][CH2:51]6)=[O:49])[CH:45]=[CH:46][CH:47]=5)[C:17]=4[N:18]=[C:19]([N:21]4[CH2:26][CH2:25][O:24][CH2:23][CH2:22]4)[N:20]=3)=[CH:13][N:14]=2)=[CH:36][CH:35]=1, predict the reactants needed to synthesize it. The reactants are: [CH3:1][O:2][C:3]1[CH:40]=[CH:39][C:6]([CH2:7][N:8]([CH2:30][C:31]2[CH:36]=[CH:35][C:34]([O:37][CH3:38])=[CH:33][CH:32]=2)[C:9]2[N:14]=[CH:13][C:12]([C:15]3[C:16]4[CH2:29][CH2:28][NH:27][C:17]=4[N:18]=[C:19]([N:21]4[CH2:26][CH2:25][O:24][CH2:23][CH2:22]4)[N:20]=3)=[CH:11][N:10]=2)=[CH:5][CH:4]=1.Br[C:42]1[C:43]([CH3:59])=[C:44]([C:48]([N:50]2[CH2:55][CH2:54][N:53]([CH2:56][CH2:57][OH:58])[CH2:52][CH2:51]2)=[O:49])[CH:45]=[CH:46][CH:47]=1. (2) Given the product [CH3:12][O:13][C:14]1[CH:15]=[C:16](/[C:17](=[CH:7]/[C:6]2[CH:9]=[CH:10][CH:11]=[C:4]([N+:1]([O-:3])=[O:2])[CH:5]=2)/[C:18]#[N:19])[CH:20]=[CH:21][C:22]=1[O:23][CH3:24], predict the reactants needed to synthesize it. The reactants are: [N+:1]([C:4]1[CH:5]=[C:6]([CH:9]=[CH:10][CH:11]=1)[CH:7]=O)([O-:3])=[O:2].[CH3:12][O:13][C:14]1[CH:15]=[C:16]([CH:20]=[CH:21][C:22]=1[O:23][CH3:24])[CH2:17][C:18]#[N:19]. (3) Given the product [CH3:6][N:3]1[CH2:1][CH:5]([CH:19]([C:10]2[CH:11]=[CH:12][C:13]3[C:18](=[CH:17][CH:16]=[CH:15][CH:14]=3)[CH:9]=2)[O:24][C:25]2[CH:26]=[CH:27][CH:28]=[CH:29][CH:30]=2)[CH2:4]1, predict the reactants needed to synthesize it. The reactants are: [CH2:1]([N:3]([CH2:6]C)[CH2:4][CH3:5])C.Cl.[CH:9]1[C:18]2[C:13](=[CH:14][CH:15]=[CH:16][CH:17]=2)[CH:12]=[CH:11][C:10]=1[CH:19]([O:24][C:25]1[CH:30]=[CH:29][CH:28]=[CH:27][CH:26]=1)C1CNC1.C=O.C(O)(=O)C.[BH4-].C(O)(=O)C.[Na+].[OH-].[Na+].